Regression. Given a target protein amino acid sequence and a drug SMILES string, predict the binding affinity score between them. We predict pIC50 (pIC50 = -log10(IC50 in M); higher means more potent). Dataset: bindingdb_ic50. From a dataset of Drug-target binding data from BindingDB using IC50 measurements. The drug is Cc1ccc(C(=O)NC2(C)CCN(c3ccc(-c4cc(OCC(C)(C)O)cn5ncc(C#N)c45)cn3)CC2)cn1. The target protein sequence is HCYHKFAHKPPISSAEMTFRRPAQAFPVSYSSSGARRPSLDSMENQVSVDAFKILEDPKWEFPRKNLVLGKTLGEGEFGKVVKATAFHLKGRAGYTTVAVKMLKENASPSELRDLLSEFNVLKQVNHPHVIKLYGACSQDGPLLLIVEYAKYGSLRGFLRESRKVGPGYLGSGGSRNSSSLDHPDERALTMGDLISFAWQISQGMQYLAEMKLVHRDLAARNILVAEGRKMKISDFGLSRDVYEEDSYVKRSQGRIPVKWMAIESLFDHIYTTQSDVWSFGVLLWEIVTLGGNPYPGIPPERLFNLLKTGHRMERPDNCSEEMYRLMLQCWKQEPDKRPVFADISKDLEKMMVKRRDYLDLAASTPSDSLIYDDGLSEEETPLVDCNNAPLPRALPSTWIENKLYGMSDPNWPGESPVPLTRADGTNTGFPRYPNDSVYANWMLSPSAAKLMDTFDS. The pIC50 is 6.9.